Dataset: NCI-60 drug combinations with 297,098 pairs across 59 cell lines. Task: Regression. Given two drug SMILES strings and cell line genomic features, predict the synergy score measuring deviation from expected non-interaction effect. (1) Drug 1: CN(C)N=NC1=C(NC=N1)C(=O)N. Drug 2: CC(C)(C#N)C1=CC(=CC(=C1)CN2C=NC=N2)C(C)(C)C#N. Cell line: UACC62. Synergy scores: CSS=-1.11, Synergy_ZIP=-0.894, Synergy_Bliss=-2.90, Synergy_Loewe=-2.29, Synergy_HSA=-2.25. (2) Drug 1: C1=C(C(=O)NC(=O)N1)N(CCCl)CCCl. Drug 2: C1=NC2=C(N1)C(=S)N=C(N2)N. Cell line: SF-539. Synergy scores: CSS=44.5, Synergy_ZIP=-2.65, Synergy_Bliss=-3.96, Synergy_Loewe=1.44, Synergy_HSA=2.99. (3) Drug 1: CC1=C(C(=CC=C1)Cl)NC(=O)C2=CN=C(S2)NC3=CC(=NC(=N3)C)N4CCN(CC4)CCO. Drug 2: CC1CCCC2(C(O2)CC(NC(=O)CC(C(C(=O)C(C1O)C)(C)C)O)C(=CC3=CSC(=N3)C)C)C. Cell line: PC-3. Synergy scores: CSS=43.2, Synergy_ZIP=-1.36, Synergy_Bliss=0.0710, Synergy_Loewe=1.60, Synergy_HSA=4.82. (4) Cell line: HCT-15. Synergy scores: CSS=59.8, Synergy_ZIP=4.84, Synergy_Bliss=6.87, Synergy_Loewe=-5.07, Synergy_HSA=7.46. Drug 2: CC(C1=C(C=CC(=C1Cl)F)Cl)OC2=C(N=CC(=C2)C3=CN(N=C3)C4CCNCC4)N. Drug 1: COC1=CC(=CC(=C1O)OC)C2C3C(COC3=O)C(C4=CC5=C(C=C24)OCO5)OC6C(C(C7C(O6)COC(O7)C8=CC=CS8)O)O. (5) Drug 1: CN1CCC(CC1)COC2=C(C=C3C(=C2)N=CN=C3NC4=C(C=C(C=C4)Br)F)OC. Drug 2: CC=C1C(=O)NC(C(=O)OC2CC(=O)NC(C(=O)NC(CSSCCC=C2)C(=O)N1)C(C)C)C(C)C. Cell line: EKVX. Synergy scores: CSS=58.5, Synergy_ZIP=12.1, Synergy_Bliss=13.0, Synergy_Loewe=15.4, Synergy_HSA=17.1. (6) Drug 1: CCC1(CC2CC(C3=C(CCN(C2)C1)C4=CC=CC=C4N3)(C5=C(C=C6C(=C5)C78CCN9C7C(C=CC9)(C(C(C8N6C=O)(C(=O)OC)O)OC(=O)C)CC)OC)C(=O)OC)O.OS(=O)(=O)O. Drug 2: CN1C2=C(C=C(C=C2)N(CCCl)CCCl)N=C1CCCC(=O)O.Cl. Cell line: MALME-3M. Synergy scores: CSS=-4.13, Synergy_ZIP=2.52, Synergy_Bliss=1.72, Synergy_Loewe=-4.75, Synergy_HSA=-4.73. (7) Drug 1: C1=CC(=CC=C1C#N)C(C2=CC=C(C=C2)C#N)N3C=NC=N3. Drug 2: C1C(C(OC1N2C=NC3=C(N=C(N=C32)Cl)N)CO)O. Cell line: UACC62. Synergy scores: CSS=20.2, Synergy_ZIP=-1.06, Synergy_Bliss=-1.14, Synergy_Loewe=-16.4, Synergy_HSA=-1.48.